Task: Predict the reactants needed to synthesize the given product.. Dataset: Full USPTO retrosynthesis dataset with 1.9M reactions from patents (1976-2016) Given the product [CH2:11]([O:13][C:14]1[CH:19]=[CH:18][C:17]([C@H:20]2[CH2:25][CH2:24][C@H:23]([C@@H:26]3[CH2:27][O:28][C@@H:29]([C@H:32]4[CH2:37][CH2:36][C@H:35]([CH2:38][CH2:39][CH2:40][CH2:41][CH3:42])[CH2:34][CH2:33]4)[CH2:30][CH2:31]3)[CH2:22][CH2:21]2)=[C:16]([F:44])[C:15]=1[F:45])[CH3:12], predict the reactants needed to synthesize it. The reactants are: C([SiH](CC)CC)C.ClCCl.[CH2:11]([O:13][C:14]1[CH:19]=[CH:18][C:17]([C@H:20]2[CH2:25][CH2:24][C@H:23]([CH:26]3[CH2:31][CH2:30][CH:29]([C@H:32]4[CH2:37][CH2:36][C@H:35]([CH2:38][CH2:39][CH2:40][CH2:41][CH3:42])[CH2:34][CH2:33]4)[O:28][CH:27]3O)[CH2:22][CH2:21]2)=[C:16]([F:44])[C:15]=1[F:45])[CH3:12].